Task: Predict the reactants needed to synthesize the given product.. Dataset: Full USPTO retrosynthesis dataset with 1.9M reactions from patents (1976-2016) (1) The reactants are: [CH2:1]([CH:4]([CH2:15][CH:16]=[CH2:17])[CH2:5][O:6][SiH2:7][C:8]1[CH:13]=[CH:12][C:11](I)=[CH:10][CH:9]=1)[CH:2]=[CH2:3].C([Mg]Cl)(C)C.C(C(CC=C)CO[SiH2]C1C=CC([Mg]Cl)=CC=1)C=C.[CH3:41][Sn:42](Cl)([CH3:44])[CH3:43]. Given the product [CH2:1]([CH:4]([CH2:15][CH:16]=[CH2:17])[CH2:5][O:6][SiH2:7][C:8]1[CH:13]=[CH:12][C:11]([Sn:42]([CH3:44])([CH3:43])[CH3:41])=[CH:10][CH:9]=1)[CH:2]=[CH2:3], predict the reactants needed to synthesize it. (2) Given the product [C:1]([C:4]1[CH:13]=[CH:12][C:11]([O:14][CH2:24][C:25]2[CH:30]=[CH:29][C:28]([O:31][CH3:32])=[CH:27][CH:26]=2)=[C:10]2[C:5]=1[CH:6]=[CH:7][C:8](=[O:15])[NH:9]2)(=[O:3])[CH3:2], predict the reactants needed to synthesize it. The reactants are: [C:1]([C:4]1[CH:13]=[CH:12][C:11]([OH:14])=[C:10]2[C:5]=1[CH:6]=[CH:7][C:8](=[O:15])[NH:9]2)(=[O:3])[CH3:2].C([O-])(O)=O.[Na+].[I-].[Na+].Cl[CH2:24][C:25]1[CH:30]=[CH:29][C:28]([O:31][CH3:32])=[CH:27][CH:26]=1. (3) Given the product [CH3:45][CH:40]([CH2:41][CH3:42])[CH:36]([C:28]1[CH:29]=[CH:30][CH:31]=[CH:32][CH:33]=1)[CH2:37][CH:38]=[O:39], predict the reactants needed to synthesize it. The reactants are: C([Li])CCC.O1CCCC1.[Cl-].COC[P+]([C:28]1[CH:33]=[CH:32][CH:31]=[CH:30][CH:29]=1)([C:28]1[CH:33]=[CH:32][CH:31]=[CH:30][CH:29]=1)[C:28]1[CH:33]=[CH:32][CH:31]=[CH:30][CH:29]=1.CC(C)[CH:36]([C:40]1[CH:45]=CC=[CH:42][CH:41]=1)[CH2:37][CH:38]=[O:39]. (4) Given the product [Cl:50][C:4]1[CH:5]=[CH:6][C:1]([N:7]2[C:36](=[O:38])[C:25]3[S:26][CH:27]=[C:28]([C:29]4[CH:30]=[C:31]([CH3:35])[CH:32]=[CH:33][CH:34]=4)[C:24]=3[N:23]=[CH:12]2)=[CH:2][CH:3]=1, predict the reactants needed to synthesize it. The reactants are: [C:1]1([N:7]2[C:12](=O)C3SC=C(C4C=CC=CC=4)C=3N=C2)[CH:6]=[CH:5][CH:4]=[CH:3][CH:2]=1.[NH2:23][C:24]1[C:28]([C:29]2[CH:30]=[C:31]([CH3:35])[CH:32]=[CH:33][CH:34]=2)=[CH:27][S:26][C:25]=1[C:36]([O:38]C)=O.C(OCC)(OCC)OCC.[Cl:50]C1C=CC(N)=CC=1. (5) Given the product [Cl:1][C:2]1[CH:7]=[CH:6][N:5]=[C:4]2[NH:8][C:9]([CH:11]3[CH2:16][CH2:15][N:14]([C:17]([O:19][C:20]([CH3:23])([CH3:22])[CH3:21])=[O:18])[CH2:13][CH2:12]3)=[C:10]([I:24])[C:3]=12, predict the reactants needed to synthesize it. The reactants are: [Cl:1][C:2]1[CH:7]=[CH:6][N:5]=[C:4]2[NH:8][C:9]([CH:11]3[CH2:16][CH2:15][N:14]([C:17]([O:19][C:20]([CH3:23])([CH3:22])[CH3:21])=[O:18])[CH2:13][CH2:12]3)=[CH:10][C:3]=12.[I:24]N1C(=O)CCC1=O. (6) Given the product [Br:23][C:2]1[CH:7]=[CH:6][C:5]([N:8]2[CH2:13][CH2:12][CH:11]([C:14]([N:16]([CH3:18])[CH3:17])=[O:15])[CH2:10][CH2:9]2)=[CH:4][CH:3]=1, predict the reactants needed to synthesize it. The reactants are: N[C:2]1[CH:7]=[CH:6][C:5]([N:8]2[CH2:13][CH2:12][CH:11]([C:14]([N:16]([CH3:18])[CH3:17])=[O:15])[CH2:10][CH2:9]2)=[CH:4][CH:3]=1.N([O-])=O.[Na+].[BrH:23]. (7) Given the product [OH:30][C@H:3]([C@@H:2]([NH:1][C:41](=[O:42])[C@@H:40]([NH:44][C:45](=[O:58])[C@@H:46]([NH:51][C:52](=[O:57])[CH2:53][CH:54]([CH3:56])[CH3:55])[CH2:47][CH:48]([CH3:49])[CH3:50])[CH:39]([CH3:59])[CH3:38])[CH2:31][C:32]1[CH:37]=[CH:36][CH:35]=[CH:34][CH:33]=1)[CH2:4][C:5]([NH:7][C@@H:8]([C@@H:26]([CH3:29])[CH2:27][CH3:28])[C:9]([NH:11][C@@H:12]([CH:23]([CH3:24])[CH3:25])[C:13]([O:15][CH2:16][C:17]1[CH:18]=[CH:19][CH:20]=[CH:21][CH:22]=1)=[O:14])=[O:10])=[O:6], predict the reactants needed to synthesize it. The reactants are: [NH2:1][C@@H:2]([CH2:31][C:32]1[CH:37]=[CH:36][CH:35]=[CH:34][CH:33]=1)[C@@H:3]([OH:30])[CH2:4][C:5]([NH:7][C@@H:8]([C@@H:26]([CH3:29])[CH2:27][CH3:28])[C:9]([NH:11][C@@H:12]([CH:23]([CH3:25])[CH3:24])[C:13]([O:15][CH2:16][C:17]1[CH:22]=[CH:21][CH:20]=[CH:19][CH:18]=1)=[O:14])=[O:10])=[O:6].[CH3:38][CH:39]([CH3:59])[C@H:40]([NH:44][C:45](=[O:58])[C@@H:46]([NH:51][C:52](=[O:57])[CH2:53][CH:54]([CH3:56])[CH3:55])[CH2:47][CH:48]([CH3:50])[CH3:49])[C:41](O)=[O:42].C(N(C(C)C)C(C)C)C.CN(C(ON1N=NC2C=CC=NC1=2)=[N+](C)C)C.F[P-](F)(F)(F)(F)F.C(=O)([O-])O.[Na+]. (8) Given the product [CH2:6]([N:10]1[C:18]2[C:13](=[C:14]([C:2]3[O:1][CH:5]=[CH:4][N:3]=3)[CH:15]=[C:16]([C:19]([OH:21])=[O:20])[CH:17]=2)[CH:12]=[CH:11]1)[CH2:7][CH2:8][CH3:9], predict the reactants needed to synthesize it. The reactants are: [O:1]1[CH:5]=[CH:4][N:3]=[CH:2]1.[CH2:6]([N:10]1[C:18]2[C:13](=[C:14](I)[CH:15]=[C:16]([C:19]([O:21]C)=[O:20])[CH:17]=2)[CH:12]=[CH:11]1)[CH2:7][CH2:8][CH3:9]. (9) Given the product [NH2:12][C:8]1[CH:7]=[CH:6][CH:5]=[C:4]2[C:9]=1[C:10](=[O:11])[C:2]([C:16]1[CH:21]=[C:20]([O:22][CH3:23])[C:19]([O:24][CH3:25])=[CH:18][C:17]=1[NH:26][C:27](=[O:31])[CH:28]([CH3:30])[CH3:29])([OH:1])[C:3]2=[O:15], predict the reactants needed to synthesize it. The reactants are: [OH:1][C:2]1([C:16]2[CH:21]=[C:20]([O:22][CH3:23])[C:19]([O:24][CH3:25])=[CH:18][C:17]=2[NH:26][C:27](=[O:31])[CH:28]([CH3:30])[CH3:29])[C:10](=[O:11])[C:9]2[C:4](=[CH:5][CH:6]=[CH:7][C:8]=2[N+:12]([O-])=O)[C:3]1=[O:15].Cl.